Dataset: Full USPTO retrosynthesis dataset with 1.9M reactions from patents (1976-2016). Task: Predict the reactants needed to synthesize the given product. (1) Given the product [N:21]1([C@H:6]2[CH2:10][CH2:9][N:8]([C:11]3[S:12][C:13]4[CH:19]=[C:18]([Br:20])[CH:17]=[CH:16][C:14]=4[N:15]=3)[CH2:7]2)[CH2:25][CH2:24][CH2:23][CH2:22]1, predict the reactants needed to synthesize it. The reactants are: CS(O[C@@H:6]1[CH2:10][CH2:9][N:8]([C:11]2[S:12][C:13]3[CH:19]=[C:18]([Br:20])[CH:17]=[CH:16][C:14]=3[N:15]=2)[CH2:7]1)(=O)=O.[NH:21]1[CH2:25][CH2:24][CH2:23][CH2:22]1.C(=O)([O-])[O-].[K+].[K+].CN(C)C=O. (2) Given the product [F:8][C:9]1[CH:17]=[C:16]2[C:12]([C:13]([C:25](=[O:26])[CH:27]([NH:34][C:35]3[CH:40]=[C:39]([O:41][CH3:42])[CH:38]=[C:37]([CH2:43][OH:44])[CH:36]=3)[C:28]3[CH:29]=[CH:30][CH:31]=[CH:32][CH:33]=3)=[CH:14][NH:15]2)=[CH:11][CH:10]=1, predict the reactants needed to synthesize it. The reactants are: C(N(CC)CC)C.[F:8][C:9]1[CH:17]=[C:16]2[C:12]([C:13]([CH:25]=[O:26])=[CH:14][N:15]2C(OC(C)(C)C)=O)=[CH:11][CH:10]=1.[CH:27](=[N:34][C:35]1[CH:36]=[C:37]([CH2:43][OH:44])[CH:38]=[C:39]([O:41][CH3:42])[CH:40]=1)[C:28]1[CH:33]=[CH:32][CH:31]=[CH:30][CH:29]=1. (3) Given the product [CH2:37]([C:34]1[CH:33]=[N:32][C:31]([N:28]2[CH2:29][CH2:30][CH:25]([CH2:24][CH2:23][CH2:22][O:15][C:7]3[CH:8]=[CH:9][C:10]([C:11]([O:13][CH3:14])=[O:12])=[C:5]([CH2:4][C:3]([O:2][CH3:1])=[O:16])[N:6]=3)[CH2:26][CH2:27]2)=[N:36][CH:35]=1)[CH3:38], predict the reactants needed to synthesize it. The reactants are: [CH3:1][O:2][C:3](=[O:16])[CH2:4][C:5]1[NH:6][C:7](=[O:15])[CH:8]=[CH:9][C:10]=1[C:11]([O:13][CH3:14])=[O:12].CS(O[CH2:22][CH2:23][CH2:24][CH:25]1[CH2:30][CH2:29][N:28]([C:31]2[N:36]=[CH:35][C:34]([CH2:37][CH3:38])=[CH:33][N:32]=2)[CH2:27][CH2:26]1)(=O)=O.C([O-])([O-])=O.[Cs+].[Cs+]. (4) Given the product [ClH:8].[ClH:1].[NH2:17][CH2:16][C@H:15]([C:12]1[CH:13]=[CH:14][C:9]([Cl:8])=[C:10]([F:44])[CH:11]=1)[C:25]([N:27]1[CH2:32][CH2:31][N:30]([C:33]2[C:34]3[C@H:41]([CH3:42])[CH2:40][C@H:39]([OH:43])[C:35]=3[N:36]=[CH:37][N:38]=2)[CH2:29][CH2:28]1)=[O:26], predict the reactants needed to synthesize it. The reactants are: [ClH:1].O1CCOCC1.[Cl:8][C:9]1[CH:14]=[CH:13][C:12]([C@H:15]([C:25]([N:27]2[CH2:32][CH2:31][N:30]([C:33]3[C:34]4[C@H:41]([CH3:42])[CH2:40][C@H:39]([OH:43])[C:35]=4[N:36]=[CH:37][N:38]=3)[CH2:29][CH2:28]2)=[O:26])[CH2:16][NH:17]C(=O)OC(C)(C)C)=[CH:11][C:10]=1[F:44]. (5) Given the product [C:1]([C:5]1[C:13]2[O:12][CH:11]([CH2:14][NH:15][C:26](=[O:27])[O:28][CH2:29][C:30]3[CH:35]=[CH:34][CH:33]=[CH:32][CH:31]=3)[CH2:10][C:9]=2[CH:8]=[CH:7][CH:6]=1)([CH3:4])([CH3:2])[CH3:3], predict the reactants needed to synthesize it. The reactants are: [C:1]([C:5]1[C:13]2[O:12][CH:11]([CH2:14][NH2:15])[CH2:10][C:9]=2[CH:8]=[CH:7][CH:6]=1)([CH3:4])([CH3:3])[CH3:2].C(N(C(C)C)CC)(C)C.Cl[C:26]([O:28][CH2:29][C:30]1[CH:35]=[CH:34][CH:33]=[CH:32][CH:31]=1)=[O:27].C1(C2C3OC(CNC(=O)OCC4C=CC=CC=4)CC=3C=CC=2)CCCC1. (6) Given the product [CH3:37][O:38][C:39]1[CH:44]=[C:43]([NH:45][C:46](=[O:58])[C:47]2[CH:52]=[CH:51][C:50]([O:53][C:54]([F:55])([F:57])[F:56])=[CH:49][CH:48]=2)[CH:42]=[CH:41][C:40]=1[C:59]1[CH:67]=[C:66]2[C:62]([CH2:63][N:64]([C@@H:69]([CH:74]([CH3:76])[CH3:75])[C:70]([OH:72])=[O:71])[C:65]2=[O:68])=[CH:61][CH:60]=1, predict the reactants needed to synthesize it. The reactants are: C(C1C=CC(C(NC2C=CC(C3C=C4C(CN([C@@H](C(C)C)C(O)=O)C4=O)=CC=3)=NC=2)=O)=CC=1)(C)(C)C.[CH3:37][O:38][C:39]1[CH:44]=[C:43]([NH:45][C:46](=[O:58])[C:47]2[CH:52]=[CH:51][C:50]([O:53][C:54]([F:57])([F:56])[F:55])=[CH:49][CH:48]=2)[CH:42]=[CH:41][C:40]=1[C:59]1[CH:67]=[C:66]2[C:62]([CH2:63][N:64]([C@@H:69]([CH:74]([CH3:76])[CH3:75])[C:70]([O:72]C)=[O:71])[C:65]2=[O:68])=[CH:61][CH:60]=1. (7) Given the product [OH:27][CH:25]([CH2:2][C:1](=[O:3])[O-:4])[CH2:26][N+:22]([CH3:24])([CH3:23])[CH3:21], predict the reactants needed to synthesize it. The reactants are: [C:1]([O:4][C@@H](COS(C1C=CC(C)=CC=1)(=O)=O)CC#N)(=[O:3])[CH3:2].[CH3:21][N:22]([CH3:24])[CH3:23].[CH2:25]([OH:27])[CH3:26]. (8) Given the product [C:25]([O:33][CH2:34][C@H:35]1[CH2:36][O:37][C:16]2([CH2:15][CH2:14][CH:13]([S:10](=[O:12])(=[O:11])[NH:9][C:3]3[CH:4]=[CH:5][C:6]([F:8])=[CH:7][C:2]=3[Cl:1])[C:18]([C:19]([O:21][CH2:22][CH3:23])=[O:20])=[CH:17]2)[O:24]1)(=[O:32])[C:26]1[CH:31]=[CH:30][CH:29]=[CH:28][CH:27]=1, predict the reactants needed to synthesize it. The reactants are: [Cl:1][C:2]1[CH:7]=[C:6]([F:8])[CH:5]=[CH:4][C:3]=1[NH:9][S:10]([CH:13]1[C:18]([C:19]([O:21][CH2:22][CH3:23])=[O:20])=[CH:17][C:16](=[O:24])[CH2:15][CH2:14]1)(=[O:12])=[O:11].[C:25]([O:33][CH2:34][C@H:35](O)[CH2:36][OH:37])(=[O:32])[C:26]1[CH:31]=[CH:30][CH:29]=[CH:28][CH:27]=1.C(O[Si](C)(C)C)(C)C.O. (9) Given the product [Cl:1][C:2]1[CH:3]=[C:4]([C:8]2[N:9]=[C:10]([N:16]3[C:20]4[CH:21]=[C:22]([O:25][CH2:27][CH2:28][N:29]5[CH2:34][CH2:33][O:32][CH2:31][CH2:30]5)[CH:23]=[CH:24][C:19]=4[N:18]=[CH:17]3)[S:11][C:12]=2[C:13]([NH2:15])=[O:14])[CH:5]=[CH:6][CH:7]=1, predict the reactants needed to synthesize it. The reactants are: [Cl:1][C:2]1[CH:3]=[C:4]([C:8]2[N:9]=[C:10]([N:16]3[C:20]4[CH:21]=[C:22]([OH:25])[CH:23]=[CH:24][C:19]=4[N:18]=[CH:17]3)[S:11][C:12]=2[C:13]([NH2:15])=[O:14])[CH:5]=[CH:6][CH:7]=1.Br[CH2:27][CH2:28][N:29]1[CH2:34][CH2:33][O:32][CH2:31][CH2:30]1.C(=O)([O-])[O-].[Cs+].[Cs+].